The task is: Predict the reaction yield, written as a fraction of the theoretical maximum amount of product (1.0 means a 100% yield; for example, 0.34 means a 34% yield).. This data is from Reaction yield outcomes from USPTO patents with 853,638 reactions. The yield is 0.350. The catalyst is C(Cl)Cl. The product is [CH2:2]([O:3][C:4]([C:6]1[NH:7][C:8]2[C:13]([CH:14]=1)=[CH:12][C:11]([Cl:15])=[CH:10][C:9]=2[CH2:16][C:17]#[N:18])=[O:5])[CH3:1]. The reactants are [CH3:1][CH2:2][O:3][C:4]([C:6]1[N:7](C(OC(C)(C)C)=O)[C:8]2[C:13]([CH:14]=1)=[CH:12][C:11]([Cl:15])=[CH:10][C:9]=2[CH2:16][C:17]#[N:18])=[O:5].C(O)(C(F)(F)F)=O.